Dataset: NCI-60 drug combinations with 297,098 pairs across 59 cell lines. Task: Regression. Given two drug SMILES strings and cell line genomic features, predict the synergy score measuring deviation from expected non-interaction effect. Drug 1: C1C(C(OC1N2C=C(C(=O)NC2=O)F)CO)O. Drug 2: C(CN)CNCCSP(=O)(O)O. Cell line: T-47D. Synergy scores: CSS=5.55, Synergy_ZIP=-3.22, Synergy_Bliss=-3.69, Synergy_Loewe=7.76, Synergy_HSA=-4.34.